From a dataset of Reaction yield outcomes from USPTO patents with 853,638 reactions. Predict the reaction yield, written as a fraction of the theoretical maximum amount of product (1.0 means a 100% yield; for example, 0.34 means a 34% yield). (1) The reactants are [C:1]([O:5][C:6](=[O:36])[CH2:7][CH:8]([O:29][Si:30]([CH2:34][CH3:35])([CH2:32][CH3:33])[CH3:31])[C:9]([CH3:28])([CH3:27])[C:10](=[O:26])[CH:11]([CH3:25])[CH:12]([OH:24])[CH:13]([CH3:23])[CH2:14][O:15][CH2:16][C:17]1[CH:22]=[CH:21][CH:20]=[CH:19][CH:18]=1)([CH3:4])([CH3:3])[CH3:2].N1C(C)=CC=CC=1C.[Si:45](OS(C(F)(F)F)(=O)=O)([C:48]([CH3:51])([CH3:50])[CH3:49])([CH3:47])[CH3:46]. The catalyst is C(Cl)Cl.C([O-])(O)=O.[Na+]. The product is [C:1]([O:5][C:6](=[O:36])[CH2:7][CH:8]([O:29][Si:30]([CH2:34][CH3:35])([CH2:32][CH3:33])[CH3:31])[C:9]([CH3:27])([CH3:28])[C:10](=[O:26])[CH:11]([CH3:25])[CH:12]([O:24][Si:45]([C:48]([CH3:51])([CH3:50])[CH3:49])([CH3:47])[CH3:46])[CH:13]([CH3:23])[CH2:14][O:15][CH2:16][C:17]1[CH:18]=[CH:19][CH:20]=[CH:21][CH:22]=1)([CH3:4])([CH3:2])[CH3:3]. The yield is 0.820. (2) The reactants are [C:1]1([CH:9]=[C:7]([OH:8])[CH:6]=[C:4]([OH:5])[CH:3]=1)[OH:2].[Cl:10][C:11]1[CH:16]=[CH:15][CH:14]=[CH:13][C:12]=1[CH2:17][CH2:18][C:19](O)=[O:20].[Al+3].[Cl-].[Cl-].[Cl-].O=P(Cl)(Cl)Cl. No catalyst specified. The product is [Cl:10][C:11]1[CH:16]=[CH:15][CH:14]=[CH:13][C:12]=1[CH2:17][CH2:18][C:19]([C:3]1[C:4]([OH:5])=[CH:6][C:7]([OH:8])=[CH:9][C:1]=1[OH:2])=[O:20]. The yield is 0.400. (3) The yield is 0.520. The catalyst is CN1C(=O)CCC1. The product is [CH3:71][N:72]([CH3:79])[CH:73]1[CH2:78][CH2:77][N:76]([C:32]([C:31]2[CH:35]=[CH:36][C:28]([NH:27][C:26]([NH:25][C:22]3[CH:21]=[CH:20][C:19]([C:9]4[N:10]=[C:11]([N:13]5[CH2:18][CH2:17][O:16][CH2:15][CH2:14]5)[N:12]=[C:7]([N:4]5[CH2:3][CH2:2][O:1][CH2:6][CH2:5]5)[N:8]=4)=[CH:24][CH:23]=3)=[O:37])=[CH:29][CH:30]=2)=[O:33])[CH2:75][CH2:74]1. The reactants are [O:1]1[CH2:6][CH2:5][N:4]([C:7]2[N:12]=[C:11]([N:13]3[CH2:18][CH2:17][O:16][CH2:15][CH2:14]3)[N:10]=[C:9]([C:19]3[CH:24]=[CH:23][C:22]([NH:25][C:26](=[O:37])[NH:27][C:28]4[CH:36]=[CH:35][C:31]([C:32](O)=[O:33])=[CH:30][CH:29]=4)=[CH:21][CH:20]=3)[N:8]=2)[CH2:3][CH2:2]1.CCN(C(C)C)C(C)C.CN(C(ON1N=NC2C=CC=CC1=2)=[N+](C)C)C.F[P-](F)(F)(F)(F)F.[CH3:71][N:72]([CH3:79])[CH:73]1[CH2:78][CH2:77][NH:76][CH2:75][CH2:74]1. (4) The reactants are [CH3:1][C:2]1[C:10]([OH:11])=[CH:9][CH:8]=[C:7]2[C:3]=1[CH:4]=[N:5][N:6]2C1CCCCO1.CC1C(OC2C=CC=C([N+]([O-])=O)C=2)=CC=C2C=1C=NN2C1CCCCO1.[Cl:44][C:45]1[CH:46]=[C:47]([N+:52]([O-:54])=[O:53])[CH:48]=[CH:49][C:50]=1F.C(=O)([O-])[O-].[K+].[K+]. The catalyst is CN(C)C=O.C(N(CC)CC)C.O. The product is [Cl:44][C:45]1[CH:46]=[C:47]([N+:52]([O-:54])=[O:53])[CH:48]=[CH:49][C:50]=1[O:11][C:10]1[C:2]([CH3:1])=[C:3]2[C:7](=[CH:8][CH:9]=1)[NH:6][N:5]=[CH:4]2. The yield is 0.860. (5) The reactants are [CH2:1]([C:5]1[S:9][C:8]([S:10]([NH2:13])(=[O:12])=[O:11])=[C:7]([C:14]2[CH:19]=[CH:18][C:17]([CH2:20][N:21]3[N:25]=[N:24][CH:23]=[N:22]3)=[CH:16][CH:15]=2)[CH:6]=1)[CH:2]([CH3:4])[CH3:3].N1(C2C=CC=CN=2)CCCC1.Cl[C:38]([O:40][CH2:41][CH2:42][CH2:43][CH3:44])=[O:39].C(C1SC(S(NC(C)(C)C)(=O)=O)=C(C2C=CC(CN3N=NC=N3)=CC=2)C=1)C(C)C. The catalyst is N1C=CC=CC=1. The product is [CH2:41]([O:40][C:38]([NH:13][S:10]([C:8]1[S:9][C:5]([CH2:1][CH:2]([CH3:4])[CH3:3])=[CH:6][C:7]=1[C:14]1[CH:19]=[CH:18][C:17]([CH2:20][N:21]2[N:25]=[N:24][CH:23]=[N:22]2)=[CH:16][CH:15]=1)(=[O:12])=[O:11])=[O:39])[CH2:42][CH2:43][CH3:44]. The yield is 0.540. (6) The reactants are Br[C:2]1[CH:7]=[CH:6][C:5]([C:8]2[CH:13]=[CH:12][C:11]([F:14])=[CH:10][CH:9]=2)=[CH:4][CH:3]=1.[C:15]([O:19][C:20]([N:22]1[CH2:27][CH2:26][NH:25][CH2:24][CH2:23]1)=[O:21])([CH3:18])([CH3:17])[CH3:16].CC(C)([O-])C.[Na+].C1(C)C=CC=CC=1. The yield is 0.880. The product is [F:14][C:11]1[CH:12]=[CH:13][C:8]([C:5]2[CH:6]=[CH:7][C:2]([N:25]3[CH2:24][CH2:23][N:22]([C:20]([O:19][C:15]([CH3:18])([CH3:17])[CH3:16])=[O:21])[CH2:27][CH2:26]3)=[CH:3][CH:4]=2)=[CH:9][CH:10]=1. The catalyst is C1C=CC(/C=C/C(/C=C/C2C=CC=CC=2)=O)=CC=1.C1C=CC(/C=C/C(/C=C/C2C=CC=CC=2)=O)=CC=1.[Pd].C1(P(C2C=CC=CC=2)C2C=CC3C(=CC=CC=3)C=2C2C3C(=CC=CC=3)C=CC=2P(C2C=CC=CC=2)C2C=CC=CC=2)C=CC=CC=1.CCOCC. (7) The reactants are C(OC([N:8]1[CH2:12][CH2:11][CH2:10][CH:9]1[C:13](=[O:37])[CH2:14][N:15]1[C:24]2[CH:23]=[CH:22][C:21]([Cl:25])=[CH:20][C:19]=2[C:18]2=[N:26][N:27](C3CCCCO3)[C:28]([CH3:29])=[C:17]2[C:16]1=[O:36])=O)(C)(C)C.[BH4-].[Na+].[NH4+].[Cl-]. The catalyst is CCO.C1COCC1. The product is [Cl:25][C:21]1[CH:22]=[CH:23][C:24]2[N:15]([CH2:14][CH:13]([OH:37])[CH:9]3[CH2:10][CH2:11][CH2:12][NH:8]3)[C:16](=[O:36])[C:17]3=[C:28]([CH3:29])[NH:27][N:26]=[C:18]3[C:19]=2[CH:20]=1. The yield is 0.700. (8) The reactants are [C:1]12([CH2:11][O:12][C:13]3[CH:18]=[CH:17][C:16]([CH2:19][CH2:20][NH:21]C(=O)OC(C)(C)C)=[CH:15][CH:14]=3)[CH2:10][CH:5]3[CH2:6][CH:7]([CH2:9][CH:3]([CH2:4]3)[CH2:2]1)[CH2:8]2. The catalyst is Cl.CO. The product is [C:1]12([CH2:11][O:12][C:13]3[CH:18]=[CH:17][C:16]([CH2:19][CH2:20][NH2:21])=[CH:15][CH:14]=3)[CH2:10][CH:5]3[CH2:6][CH:7]([CH2:9][CH:3]([CH2:4]3)[CH2:2]1)[CH2:8]2. The yield is 0.870. (9) The product is [CH3:30][O:31][C:32]1[CH:37]=[C:36]([O:38][C:39]2[CH:44]=[CH:43][C:42]([NH:45][C:17](=[O:19])[CH2:16][O:15][C:14]3[CH:13]=[C:12]([CH:22]=[CH:21][CH:20]=3)[C:10]([O:9][CH3:8])=[O:11])=[C:41]([NH:46][CH3:47])[CH:40]=2)[CH:35]=[CH:34][N:33]=1. The reactants are C(Cl)(=O)C(C)(C)C.[CH3:8][O:9][C:10]([C:12]1[CH:13]=[C:14]([CH:20]=[CH:21][CH:22]=1)[O:15][CH2:16][C:17]([OH:19])=O)=[O:11].C(N(CC)CC)C.[CH3:30][O:31][C:32]1[CH:37]=[C:36]([O:38][C:39]2[CH:40]=[C:41]([NH:46][CH3:47])[C:42]([NH2:45])=[CH:43][CH:44]=2)[CH:35]=[CH:34][N:33]=1. The yield is 0.780. The catalyst is ClCCl. (10) The reactants are Cl.[F:2][C:3]([F:8])([F:7])[CH2:4][CH2:5][NH2:6].[N:9]([C:12]1[CH:20]=[CH:19][C:15]([C:16](O)=[O:17])=[CH:14][CH:13]=1)=[N+:10]=[N-:11].C1C=CC2N(O)N=NC=2C=1.CCN(C(C)C)C(C)C. The catalyst is CN(C=O)C. The product is [N:9]([C:12]1[CH:13]=[CH:14][C:15]([C:16]([NH:6][CH2:5][CH2:4][C:3]([F:8])([F:7])[F:2])=[O:17])=[CH:19][CH:20]=1)=[N+:10]=[N-:11]. The yield is 0.980.